Dataset: Reaction yield outcomes from USPTO patents with 853,638 reactions. Task: Predict the reaction yield, written as a fraction of the theoretical maximum amount of product (1.0 means a 100% yield; for example, 0.34 means a 34% yield). (1) The reactants are C([O-])(O)=O.[Na+].[CH3:6][O:7][CH2:8][CH2:9][O:10][CH2:11][C:12]([C:15]1[CH:20]=[CH:19][C:18]([NH2:21])=[CH:17][C:16]=1[N+:22]([O-:24])=[O:23])([CH3:14])[CH3:13].[C:25](Cl)(=[O:27])[CH3:26].O. The catalyst is ClCCl. The product is [CH3:6][O:7][CH2:8][CH2:9][O:10][CH2:11][C:12]([C:15]1[CH:20]=[CH:19][C:18]([NH:21][C:25](=[O:27])[CH3:26])=[CH:17][C:16]=1[N+:22]([O-:24])=[O:23])([CH3:14])[CH3:13]. The yield is 0.870. (2) The reactants are [CH3:1][C:2]1[CH:7]=[CH:6][N:5]=[CH:4][C:3]=1[C:8](=[O:10])[CH3:9].[ClH:11].CCOCC.Cl.[Cl:18]N1C(=O)CCC1=O. The catalyst is CCOCC.Cl.C(O)(=O)C. The product is [ClH:18].[Cl:11][CH2:9][C:8]([C:3]1[CH:4]=[N:5][CH:6]=[CH:7][C:2]=1[CH3:1])=[O:10]. The yield is 0.830. (3) The reactants are [CH2:1]([O:3][C:4]([C:6]1[CH:7]=[C:8]2[C:13](=[CH:14][CH:15]=1)[NH:12][CH:11]([C:16]1[CH:21]=[CH:20][CH:19]=[C:18]([NH2:22])[CH:17]=1)[C:10]([CH3:24])([CH3:23])[CH2:9]2)=[O:5])[CH3:2].N1C=CC=CC=1.[N:31]1([C:37](Cl)=[O:38])[CH2:36][CH2:35][O:34][CH2:33][CH2:32]1. The catalyst is ClCCl. The product is [CH2:1]([O:3][C:4]([C:6]1[CH:7]=[C:8]2[C:13](=[CH:14][CH:15]=1)[NH:12][CH:11]([C:16]1[CH:21]=[CH:20][CH:19]=[C:18]([NH:22][C:37]([N:31]3[CH2:36][CH2:35][O:34][CH2:33][CH2:32]3)=[O:38])[CH:17]=1)[C:10]([CH3:23])([CH3:24])[CH2:9]2)=[O:5])[CH3:2]. The yield is 1.00. (4) The reactants are S(=O)(=O)(O)O.[Cl:6][C:7]1[C:15]([N+:16]([O-:18])=[O:17])=[CH:14][CH:13]=[CH:12][C:8]=1[C:9]([OH:11])=[O:10].[CH3:19]O. No catalyst specified. The product is [CH3:19][O:10][C:9](=[O:11])[C:8]1[CH:12]=[CH:13][CH:14]=[C:15]([N+:16]([O-:18])=[O:17])[C:7]=1[Cl:6]. The yield is 0.990.